This data is from Retrosynthesis with 50K atom-mapped reactions and 10 reaction types from USPTO. The task is: Predict the reactants needed to synthesize the given product. (1) Given the product CCCCCCC(O)c1cccc(Br)c1, predict the reactants needed to synthesize it. The reactants are: CCCCCC[Mg+].O=Cc1cccc(Br)c1. (2) Given the product CCOc1ccc(NC(N)=S)cn1, predict the reactants needed to synthesize it. The reactants are: CCOc1ccc(N)cn1.N#C[S-]. (3) The reactants are: COC(=O)c1cc(C)c2nc(C)c(C)nc2c1. Given the product Cc1nc2cc(CO)cc(C)c2nc1C, predict the reactants needed to synthesize it. (4) Given the product COc1ccc(S(=O)(=O)N(Cc2ccccc2)c2c(C(=O)O)cnn2C)cc1, predict the reactants needed to synthesize it. The reactants are: CCOC(=O)c1cnn(C)c1N(Cc1ccccc1)S(=O)(=O)c1ccc(OC)cc1. (5) Given the product O=C(Nc1ccc(SC(F)(F)F)cc1)c1cnc(N2CC[C@H](CO)C2)c(Br)c1, predict the reactants needed to synthesize it. The reactants are: O=C(Nc1ccc(SC(F)(F)F)cc1)c1cnc(Cl)c(Br)c1.OC[C@H]1CCNC1.